The task is: Predict the reactants needed to synthesize the given product.. This data is from Full USPTO retrosynthesis dataset with 1.9M reactions from patents (1976-2016). (1) Given the product [C:11]([O:15][C:16]([N:18]1[CH2:23][CH2:22][C:21]([NH:25][S:7]([C:1]2[CH:6]=[CH:5][CH:4]=[CH:3][CH:2]=2)(=[O:9])=[O:8])([CH3:24])[CH2:20][CH2:19]1)=[O:17])([CH3:14])([CH3:12])[CH3:13], predict the reactants needed to synthesize it. The reactants are: [C:1]1([S:7](Cl)(=[O:9])=[O:8])[CH:6]=[CH:5][CH:4]=[CH:3][CH:2]=1.[C:11]([O:15][C:16]([N:18]1[CH2:23][CH2:22][C:21]([NH2:25])([CH3:24])[CH2:20][CH2:19]1)=[O:17])([CH3:14])([CH3:13])[CH3:12].CCN(C(C)C)C(C)C. (2) Given the product [O:7]([C:8]([CH2:13][O:12][NH2:14])=[O:9])[C:1]1[CH:6]=[CH:5][CH:4]=[CH:3][CH:2]=1, predict the reactants needed to synthesize it. The reactants are: [C:1]1([O:7][C:8](Cl)=[O:9])[CH:6]=[CH:5][CH:4]=[CH:3][CH:2]=1.Cl.[O:12]([NH2:14])[CH3:13].C([O-])([O-])=O.[K+].[K+].O.